The task is: Predict the product of the given reaction.. This data is from Forward reaction prediction with 1.9M reactions from USPTO patents (1976-2016). (1) Given the reactants [Cl:1][C:2]1[CH:3]=[C:4]2[C:10]([C:11]3[N:16]=[C:15]([NH:17][C@H:18]([C:20]([O:22]C(C)(C)C)=[O:21])[CH3:19])[CH:14]=[N:13][CH:12]=3)=[CH:9][N:8]([S:27]([C:30]3[CH:35]=[CH:34][CH:33]=[CH:32][CH:31]=3)(=[O:29])=[O:28])[C:5]2=[N:6][CH:7]=1.C(O)(C(F)(F)F)=O, predict the reaction product. The product is: [Cl:1][C:2]1[CH:3]=[C:4]2[C:10]([C:11]3[N:16]=[C:15]([NH:17][C@H:18]([C:20]([OH:22])=[O:21])[CH3:19])[CH:14]=[N:13][CH:12]=3)=[CH:9][N:8]([S:27]([C:30]3[CH:35]=[CH:34][CH:33]=[CH:32][CH:31]=3)(=[O:29])=[O:28])[C:5]2=[N:6][CH:7]=1. (2) Given the reactants [CH2:1]([OH:8])[C:2]1[CH:7]=[CH:6][CH:5]=[CH:4][CH:3]=1.[H-].[Na+].[Br:11][C:12]1[CH:13]=[N:14][C:15](Cl)=[N:16][CH:17]=1, predict the reaction product. The product is: [CH2:1]([O:8][C:15]1[N:16]=[CH:17][C:12]([Br:11])=[CH:13][N:14]=1)[C:2]1[CH:7]=[CH:6][CH:5]=[CH:4][CH:3]=1.